From a dataset of Forward reaction prediction with 1.9M reactions from USPTO patents (1976-2016). Predict the product of the given reaction. (1) Given the reactants [C:1]1([C:7]2([C:12]#[N:13])[CH2:11][CH2:10][CH2:9][CH2:8]2)[CH:6]=[CH:5][CH:4]=[CH:3][CH:2]=1, predict the reaction product. The product is: [C:1]1([C:7]2([CH2:12][NH2:13])[CH2:11][CH2:10][CH2:9][CH2:8]2)[CH:6]=[CH:5][CH:4]=[CH:3][CH:2]=1. (2) Given the reactants [N+:1]([C:4]1[CH:5]=[N:6][N:7]([CH2:9][CH:10]=O)[CH:8]=1)([O-:3])=[O:2].[CH3:12][O:13][C:14]1[CH:15]=[C:16]2[C:20](=[CH:21][C:22]=1[O:23][CH3:24])[NH:19][CH2:18][CH2:17]2, predict the reaction product. The product is: [CH3:12][O:13][C:14]1[CH:15]=[C:16]2[C:20](=[CH:21][C:22]=1[O:23][CH3:24])[N:19]([CH2:10][CH2:9][N:7]1[CH:8]=[C:4]([N+:1]([O-:3])=[O:2])[CH:5]=[N:6]1)[CH2:18][CH2:17]2. (3) Given the reactants [C:1]([N:4]([C:8]1[C:9]([CH3:15])=[N:10][CH:11]=[CH:12][C:13]=1[Br:14])C(=O)C)(=[O:3])[CH3:2].[OH-].[Na+].Cl, predict the reaction product. The product is: [Br:14][C:13]1[CH:12]=[CH:11][N:10]=[C:9]([CH3:15])[C:8]=1[NH:4][C:1](=[O:3])[CH3:2]. (4) Given the reactants [C:1]([CH:5]1[CH2:10][CH2:9][CH:8]([C:11]([NH:13][CH:14]([C:17]2[C:18](=[O:26])[NH:19][C:20]([CH:23]3[CH2:25][CH2:24]3)=[N:21][N:22]=2)[CH2:15][CH3:16])=O)[CH2:7][CH2:6]1)([CH3:4])([CH3:3])[CH3:2].P(Cl)(Cl)(Cl)=O, predict the reaction product. The product is: [C:1]([CH:5]1[CH2:10][CH2:9][CH:8]([C:11]2[N:22]3[C:17]([C:18](=[O:26])[NH:19][C:20]([CH:23]4[CH2:25][CH2:24]4)=[N:21]3)=[C:14]([CH2:15][CH3:16])[N:13]=2)[CH2:7][CH2:6]1)([CH3:4])([CH3:3])[CH3:2]. (5) The product is: [OH:1][C:2]1[C:3]([CH3:18])=[C:4]2[C:9](=[C:10]([CH3:13])[C:11]=1[CH3:12])[O:8][C@:7]([CH3:17])([C:14]([NH:34][CH2:33][CH2:31][OH:32])=[O:16])[CH2:6][CH2:5]2. Given the reactants [OH:1][C:2]1[C:3]([CH3:18])=[C:4]2[C:9](=[C:10]([CH3:13])[C:11]=1[CH3:12])[O:8][C:7]([CH3:17])([C:14]([OH:16])=O)[CH2:6][CH2:5]2.C1N=CN(C(N2C=NC=C2)=O)C=1.[CH2:31]([CH2:33][NH2:34])[OH:32], predict the reaction product. (6) Given the reactants [CH3:1][S:2](Cl)(=[O:4])=[O:3].[OH:6][CH2:7][CH2:8][CH2:9][CH:10]1[CH2:15][CH2:14][N:13]([C:16]([O:18][C:19]([CH3:22])([CH3:21])[CH3:20])=[O:17])[CH2:12][CH2:11]1.N1C=CC=CC=1, predict the reaction product. The product is: [CH3:1][S:2]([O:6][CH2:7][CH2:8][CH2:9][CH:10]1[CH2:15][CH2:14][N:13]([C:16]([O:18][C:19]([CH3:22])([CH3:21])[CH3:20])=[O:17])[CH2:12][CH2:11]1)(=[O:4])=[O:3]. (7) Given the reactants [NH2:1][CH:2]([C:9]1([CH3:14])[CH2:13][CH2:12][CH2:11][CH2:10]1)[CH2:3][C:4]([O:6][CH2:7][CH3:8])=[O:5].[F:15][C:16]1[CH:17]=[C:18]2[C:24]([C:25]3[N:30]=[C:29](S(C)=O)[C:28]([F:34])=[CH:27][N:26]=3)=[CH:23][N:22]([S:35]([C:38]3[CH:43]=[CH:42][C:41]([CH3:44])=[CH:40][CH:39]=3)(=[O:37])=[O:36])[C:19]2=[N:20][CH:21]=1.C(N(CC)C(C)C)(C)C, predict the reaction product. The product is: [F:34][C:28]1[C:29]([NH:1][CH:2]([C:9]2([CH3:14])[CH2:10][CH2:11][CH2:12][CH2:13]2)[CH2:3][C:4]([O:6][CH2:7][CH3:8])=[O:5])=[N:30][C:25]([C:24]2[C:18]3[C:19](=[N:20][CH:21]=[C:16]([F:15])[CH:17]=3)[N:22]([S:35]([C:38]3[CH:43]=[CH:42][C:41]([CH3:44])=[CH:40][CH:39]=3)(=[O:37])=[O:36])[CH:23]=2)=[N:26][CH:27]=1. (8) Given the reactants Br[C:2]1[CH:9]=[CH:8][C:5]([C:6]#[N:7])=[CH:4][CH:3]=1.C([Li])CCC.[O:15]=[C:16]1[CH2:21][CH2:20][N:19]([C:22]([O:24][C:25]([CH3:28])([CH3:27])[CH3:26])=[O:23])[CH2:18][CH2:17]1.[Cl-].[NH4+], predict the reaction product. The product is: [C:6]([C:5]1[CH:8]=[CH:9][C:2]([C:16]2([OH:15])[CH2:17][CH2:18][N:19]([C:22]([O:24][C:25]([CH3:27])([CH3:26])[CH3:28])=[O:23])[CH2:20][CH2:21]2)=[CH:3][CH:4]=1)#[N:7]. (9) Given the reactants [CH3:1][C:2]1([C:7]2[O:11][C:10]([CH2:12][N:13]3[CH:17]=[CH:16][C:15]([NH2:18])=[N:14]3)=[CH:9][CH:8]=2)[O:6]CCO1.[CH3:19][C:20]1[CH:21]=[C:22]([C:27]2[O:31][CH:30]=[N:29][C:28]=2[C:32](O)=[O:33])[CH:23]=[CH:24][C:25]=1[CH3:26], predict the reaction product. The product is: [C:2]([C:7]1[O:11][C:10]([CH2:12][N:13]2[CH:17]=[CH:16][C:15]([NH:18][C:32]([C:28]3[N:29]=[CH:30][O:31][C:27]=3[C:22]3[CH:23]=[CH:24][C:25]([CH3:26])=[C:20]([CH3:19])[CH:21]=3)=[O:33])=[N:14]2)=[CH:9][CH:8]=1)(=[O:6])[CH3:1].